Dataset: Forward reaction prediction with 1.9M reactions from USPTO patents (1976-2016). Task: Predict the product of the given reaction. (1) Given the reactants Br[C:2]1[CH:7]=[CH:6][C:5]([O:8][CH3:9])=[CH:4][N:3]=1.[C:10](B1OC(C)(C)C(C)(C)O1)([CH3:12])=[CH2:11].C(=O)([O-])[O-].[Na+].[Na+], predict the reaction product. The product is: [C:10]([C:2]1[CH:7]=[CH:6][C:5]([O:8][CH3:9])=[CH:4][N:3]=1)([CH3:12])=[CH2:11]. (2) Given the reactants [H-].[Na+].[C:3]1(=[O:13])[C:12]2[C:7](=[CH:8][CH:9]=[CH:10][CH:11]=2)[CH2:6][CH2:5][NH:4]1.[CH3:14]I.O, predict the reaction product. The product is: [CH3:14][N:4]1[CH2:5][CH2:6][C:7]2[C:12](=[CH:11][CH:10]=[CH:9][CH:8]=2)[C:3]1=[O:13]. (3) Given the reactants [CH2:1]([O:8][C:9]1[CH:14]=[CH:13][C:12]([OH:15])=[CH:11][CH:10]=1)[C:2]1[CH:7]=[CH:6][CH:5]=[CH:4][CH:3]=1.[H-].[Na+].[CH3:18][O:19][C:20](=[O:25])[C:21](Br)([CH3:23])[CH3:22], predict the reaction product. The product is: [CH3:18][O:19][C:20](=[O:25])[C:21]([O:15][C:12]1[CH:11]=[CH:10][C:9]([O:8][CH2:1][C:2]2[CH:3]=[CH:4][CH:5]=[CH:6][CH:7]=2)=[CH:14][CH:13]=1)([CH3:23])[CH3:22]. (4) Given the reactants [NH2:1][C:2]1[CH:7]=[CH:6][C:5]([C:8](=O)[CH3:9])=[CH:4][C:3]=1[N+:11]([O-:13])=[O:12].[CH3:14][C:15]([S:18]([NH2:20])=[O:19])([CH3:17])[CH3:16].[B-].[Na+], predict the reaction product. The product is: [NH2:1][C:2]1[CH:7]=[CH:6][C:5]([CH:8]([NH:20][S:18]([C:15]([CH3:17])([CH3:16])[CH3:14])=[O:19])[CH3:9])=[CH:4][C:3]=1[N+:11]([O-:13])=[O:12]. (5) The product is: [CH3:19][O:18][C:15]1[CH:16]=[CH:17][C:12]([CH2:11][N:7]2[C:8]3[C:4](=[CH:3][C:2]([NH:33][C@H:29]4[CH2:30][CH2:31][CH2:32][N:27]([C:25]([O:24][C:20]([CH3:23])([CH3:22])[CH3:21])=[O:26])[CH2:28]4)=[CH:10][CH:9]=3)[CH:5]=[N:6]2)=[CH:13][CH:14]=1. Given the reactants Br[C:2]1[CH:3]=[C:4]2[C:8](=[CH:9][CH:10]=1)[N:7]([CH2:11][C:12]1[CH:17]=[CH:16][C:15]([O:18][CH3:19])=[CH:14][CH:13]=1)[N:6]=[CH:5]2.[C:20]([O:24][C:25]([N:27]1[CH2:32][CH2:31][CH2:30][C@H:29]([NH2:33])[CH2:28]1)=[O:26])([CH3:23])([CH3:22])[CH3:21].CC(C)([O-])C.[Na+], predict the reaction product.